Predict the reactants needed to synthesize the given product. From a dataset of Full USPTO retrosynthesis dataset with 1.9M reactions from patents (1976-2016). (1) Given the product [OH:20][CH2:17][C:18]#[C:19][C:2]1[CH:3]=[C:4]([CH:14]=[CH:15][CH:16]=1)[O:5][CH2:6][C:7]([O:9][C:10]([CH3:13])([CH3:12])[CH3:11])=[O:8], predict the reactants needed to synthesize it. The reactants are: I[C:2]1[CH:3]=[C:4]([CH:14]=[CH:15][CH:16]=1)[O:5][CH2:6][C:7]([O:9][C:10]([CH3:13])([CH3:12])[CH3:11])=[O:8].[CH2:17]([OH:20])[C:18]#[CH:19].C(OCC)(=O)C. (2) Given the product [OH:30][C@@:23]1([C:21]#[C:22][C:2]2[CH:3]=[C:4]([N:8]3[C:12]4[CH2:13][O:14][CH2:15][C:11]=4[C:10]([C:16]([O:18][CH2:19][CH3:20])=[O:17])=[N:9]3)[CH:5]=[CH:6][CH:7]=2)[CH2:27][CH2:26][N:25]([CH3:28])[C:24]1=[O:29], predict the reactants needed to synthesize it. The reactants are: Br[C:2]1[CH:3]=[C:4]([N:8]2[C:12]3[CH2:13][O:14][CH2:15][C:11]=3[C:10]([C:16]([O:18][CH2:19][CH3:20])=[O:17])=[N:9]2)[CH:5]=[CH:6][CH:7]=1.[C:21]([C@:23]1([OH:30])[CH2:27][CH2:26][N:25]([CH3:28])[C:24]1=[O:29])#[CH:22]. (3) Given the product [C:1]([C:3]1([C:15]2[C:20]([F:21])=[CH:19][CH:18]=[CH:17][N:16]=2)[CH2:6][N:5]([C:7]([O:9][C:10]([CH3:13])([CH3:12])[CH3:11])=[O:8])[CH2:4]1)#[N:2], predict the reactants needed to synthesize it. The reactants are: [C:1]([CH:3]1[CH2:6][N:5]([C:7]([O:9][C:10]([CH3:13])([CH3:12])[CH3:11])=[O:8])[CH2:4]1)#[N:2].Cl[C:15]1[C:20]([F:21])=[CH:19][CH:18]=[CH:17][N:16]=1.C[Si]([N-][Si](C)(C)C)(C)C.[K+]. (4) The reactants are: [N+:1]([C:4]1[CH:5]=[CH:6][CH:7]=[C:8]2[C:13]=1[NH:12][C:11]([C:14]1[CH:19]=[CH:18][CH:17]=[C:16]([C:20]([F:23])([F:22])[F:21])[CH:15]=1)=[CH:10][C:9]2=[O:24])([O-:3])=[O:2].C(N(CC)CC)C.[CH3:32][C:33](OC(C)=O)=[O:34].C([O-])(O)=O.[Na+]. Given the product [C:33]([O:24][C:9]1[C:8]2[C:13](=[C:4]([N+:1]([O-:3])=[O:2])[CH:5]=[CH:6][CH:7]=2)[N:12]=[C:11]([C:14]2[CH:19]=[CH:18][CH:17]=[C:16]([C:20]([F:23])([F:21])[F:22])[CH:15]=2)[CH:10]=1)(=[O:34])[CH3:32], predict the reactants needed to synthesize it. (5) Given the product [CH2:39]([NH:1][C@@H:2]1[CH2:9][N:8]2[C:10]3[CH:11]=[C:12]([C:23]([O:25][CH3:26])=[O:24])[CH:13]=[CH:14][C:15]=3[C:16]([CH:17]3[CH2:22][CH2:21][CH2:20][CH2:19][CH2:18]3)=[C:7]2[C:6]2[CH:27]=[CH:28][C:29]([F:31])=[CH:30][C:5]=2[O:4][CH2:3]1)[C:40]1[CH:45]=[CH:44][CH:43]=[CH:42][CH:41]=1, predict the reactants needed to synthesize it. The reactants are: [NH2:1][C@@H:2]1[CH2:9][N:8]2[C:10]3[CH:11]=[C:12]([C:23]([O:25][CH3:26])=[O:24])[CH:13]=[CH:14][C:15]=3[C:16]([CH:17]3[CH2:22][CH2:21][CH2:20][CH2:19][CH2:18]3)=[C:7]2[C:6]2[CH:27]=[CH:28][C:29]([F:31])=[CH:30][C:5]=2[O:4][CH2:3]1.C(OC)(OC)OC.[CH:39](=O)[C:40]1[CH:45]=[CH:44][CH:43]=[CH:42][CH:41]=1.[BH3-]C#N.[Na+]. (6) Given the product [N:1]([CH2:4][CH2:5][CH2:6][CH2:7][C:8]([OH:10])=[O:9])=[N+:2]=[N-:3], predict the reactants needed to synthesize it. The reactants are: [N:1]([CH2:4][CH2:5][CH2:6][CH2:7][C:8]([O:10]C)=[O:9])=[N+:2]=[N-:3].[OH-].[K+]. (7) Given the product [Cl:22][CH2:7][C:6]1[N:2]([CH3:1])[N:3]=[C:4]([C:9]2[CH:14]=[CH:13][C:12]([O:15][C:16]([F:19])([F:18])[F:17])=[CH:11][CH:10]=2)[CH:5]=1, predict the reactants needed to synthesize it. The reactants are: [CH3:1][N:2]1[C:6]([CH2:7]O)=[CH:5][C:4]([C:9]2[CH:14]=[CH:13][C:12]([O:15][C:16]([F:19])([F:18])[F:17])=[CH:11][CH:10]=2)=[N:3]1.S(Cl)([Cl:22])=O.